This data is from Catalyst prediction with 721,799 reactions and 888 catalyst types from USPTO. The task is: Predict which catalyst facilitates the given reaction. (1) Reactant: C[O:2][C:3](=[O:31])[C:4]([CH3:30])([NH:6][C:7]([C:9]1[CH:18]=[CH:17][C:16]2[C:11](=[CH:12][CH:13]=[CH:14][CH:15]=2)[C:10]=1[O:19][CH2:20][CH2:21][CH:22]([C:24]1[CH:29]=[CH:28][CH:27]=[CH:26][CH:25]=1)[CH3:23])=[O:8])[CH3:5].[OH-].[Na+]. Product: [CH3:5][C:4]([NH:6][C:7]([C:9]1[CH:18]=[CH:17][C:16]2[C:11](=[CH:12][CH:13]=[CH:14][CH:15]=2)[C:10]=1[O:19][CH2:20][CH2:21][CH:22]([C:24]1[CH:29]=[CH:28][CH:27]=[CH:26][CH:25]=1)[CH3:23])=[O:8])([CH3:30])[C:3]([OH:31])=[O:2]. The catalyst class is: 1. (2) Reactant: [N:1]1[N:5]2[CH:6]=[CH:7][CH:8]=[CH:9][C:4]2=[C:3]([CH2:10][OH:11])[CH:2]=1.[Cr](O[Cr]([O-])(=O)=O)([O-])(=O)=O.[NH+]1C=CC=CC=1.[NH+]1C=CC=CC=1. Product: [N:1]1[N:5]2[CH:6]=[CH:7][CH:8]=[CH:9][C:4]2=[C:3]([CH:10]=[O:11])[CH:2]=1. The catalyst class is: 4. (3) Product: [Cl:23][C:22]1[C:13]([CH:2]([C:1]#[N:5])[C:3]#[N:4])=[N:14][C:15]2[C:20]([N:21]=1)=[CH:19][CH:18]=[CH:17][CH:16]=2. The catalyst class is: 148. Reactant: [C:1](#[N:5])[CH2:2][C:3]#[N:4].C(=O)([O-])[O-].[Cs+].[Cs+].Cl[C:13]1[C:22]([Cl:23])=[N:21][C:20]2[C:15](=[CH:16][CH:17]=[CH:18][CH:19]=2)[N:14]=1. (4) Reactant: ClC1C=CC(OC2C=CC(NC(=O)[NH:15][C@@H:16]([CH2:29][C:30]3[CH:35]=[CH:34][CH:33]=[CH:32][CH:31]=3)[C:17]([NH:19][CH2:20][CH2:21][N:22]([CH:26]([CH3:28])[CH3:27])[CH:23]([CH3:25])[CH3:24])=[O:18])=CC=2)=CC=1.Cl.O1CCOCC1.[F:46][C:47]1[CH:62]=[CH:61][C:50]([O:51][C:52]2[CH:57]=[CH:56][C:55]([N:58]=[C:59]=[S:60])=[CH:54][CH:53]=2)=[CH:49][CH:48]=1. Product: [CH:26]([N:22]([CH:23]([CH3:25])[CH3:24])[CH2:21][CH2:20][NH:19][C:17](=[O:18])[C@@H:16]([NH:15][C:59]([NH:58][C:55]1[CH:54]=[CH:53][C:52]([O:51][C:50]2[CH:61]=[CH:62][C:47]([F:46])=[CH:48][CH:49]=2)=[CH:57][CH:56]=1)=[S:60])[CH2:29][C:30]1[CH:35]=[CH:34][CH:33]=[CH:32][CH:31]=1)([CH3:27])[CH3:28]. The catalyst class is: 2. (5) Reactant: [CH2:1]1[O:11][C:4]2([CH2:9][CH2:8][C:7](=O)[CH2:6][CH2:5]2)[O:3][CH2:2]1.[CH3:12][O:13][C:14]1[CH:19]=[CH:18][CH:17]=[CH:16][C:15]=1[N:20]1[CH2:25][CH2:24][NH:23][CH2:22][CH2:21]1.C(O[BH-](OC(=O)C)OC(=O)C)(=O)C.[Na+].C(O)(=O)C. Product: [CH3:12][O:13][C:14]1[CH:19]=[CH:18][CH:17]=[CH:16][C:15]=1[N:20]1[CH2:25][CH2:24][N:23]([CH:7]2[CH2:8][CH2:9][C:4]3([O:11][CH2:1][CH2:2][O:3]3)[CH2:5][CH2:6]2)[CH2:22][CH2:21]1. The catalyst class is: 26. (6) Reactant: [CH3:1][C:2]([CH3:33])([CH3:32])[C:3]([NH:5][NH:6][C:7]([C:9]1[N:10]=[N:11][C:12]([N:15]2[CH2:20][CH2:19][CH:18]([O:21][C:22]3[CH:27]=[CH:26][CH:25]=[CH:24][C:23]=3[C:28]([F:31])([F:30])[F:29])[CH2:17][CH2:16]2)=[CH:13][CH:14]=1)=O)=[O:4].CC[N+](S(N=C(OC)[O-])(=O)=O)(CC)CC. Product: [C:2]([C:3]1[O:4][C:7]([C:9]2[N:10]=[N:11][C:12]([N:15]3[CH2:20][CH2:19][CH:18]([O:21][C:22]4[CH:27]=[CH:26][CH:25]=[CH:24][C:23]=4[C:28]([F:31])([F:30])[F:29])[CH2:17][CH2:16]3)=[CH:13][CH:14]=2)=[N:6][N:5]=1)([CH3:33])([CH3:32])[CH3:1]. The catalyst class is: 1.